Dataset: Catalyst prediction with 721,799 reactions and 888 catalyst types from USPTO. Task: Predict which catalyst facilitates the given reaction. (1) Reactant: C([O:8][C:9]1[CH:14]=[CH:13][C:12]([C:15]2[N:19]([C:20]3[CH:25]=[CH:24][C:23]([Cl:26])=[CH:22][C:21]=3[Cl:27])[N:18]=[C:17]([C:28]([NH:30][CH:31]3[CH2:36][CH2:35][CH2:34][CH2:33][CH2:32]3)=[O:29])[C:16]=2[CH3:37])=[CH:11][CH:10]=1)C1C=CC=CC=1.CSC.C([O-])(O)=O.[Na+]. Product: [CH:31]1([NH:30][C:28]([C:17]2[C:16]([CH3:37])=[C:15]([C:12]3[CH:11]=[CH:10][C:9]([OH:8])=[CH:14][CH:13]=3)[N:19]([C:20]3[CH:25]=[CH:24][C:23]([Cl:26])=[CH:22][C:21]=3[Cl:27])[N:18]=2)=[O:29])[CH2:36][CH2:35][CH2:34][CH2:33][CH2:32]1. The catalyst class is: 2. (2) Reactant: [C:1](Cl)(=[O:3])[CH3:2].[CH3:5][O:6][C:7]1[C:12]([NH2:13])=[CH:11][C:10]([CH2:14][S:15](/[CH:18]=[CH:19]/[C:20]2[C:25]([O:26][CH3:27])=[CH:24][C:23]([O:28][CH3:29])=[CH:22][C:21]=2[O:30][CH3:31])(=[O:17])=[O:16])=[CH:9][N:8]=1. Product: [CH3:5][O:6][C:7]1[C:12]([NH:13][C:1](=[O:3])[CH3:2])=[CH:11][C:10]([CH2:14][S:15](/[CH:18]=[CH:19]/[C:20]2[C:25]([O:26][CH3:27])=[CH:24][C:23]([O:28][CH3:29])=[CH:22][C:21]=2[O:30][CH3:31])(=[O:17])=[O:16])=[CH:9][N:8]=1. The catalyst class is: 17. (3) Reactant: [CH2:1]([O:3][C:4]1[CH:5]=[C:6]([CH:9]=[C:10]([O:13][CH2:14][CH3:15])[C:11]=1F)[CH:7]=[O:8])[CH3:2].[NH:16]1[CH:20]=[N:19][CH:18]=[N:17]1.C(=O)([O-])[O-].[K+].[K+]. Product: [CH2:1]([O:3][C:4]1[CH:5]=[C:6]([CH:9]=[C:10]([O:13][CH2:14][CH3:15])[C:11]=1[N:16]1[CH:20]=[N:19][CH:18]=[N:17]1)[CH:7]=[O:8])[CH3:2]. The catalyst class is: 16. (4) Reactant: [Cl:1][C:2]1[S:6][C:5]([C:7]2[C:12]([C:13]3[CH:14]=[C:15]([NH:19][C:20](=[O:31])[CH2:21][N:22](C)[C:23](=O)OC(C)(C)C)[CH:16]=[CH:17][CH:18]=3)=[CH:11][N:10]=[C:9]([NH:32][CH2:33][CH2:34][N:35]3[C:39]([CH3:41])([CH3:40])[C:38](=[O:42])[NH:37][C:36]3=[O:43])[N:8]=2)=[CH:4][CH:3]=1.Cl. Product: [Cl:1][C:2]1[S:6][C:5]([C:7]2[C:12]([C:13]3[CH:14]=[C:15]([NH:19][C:20](=[O:31])[CH2:21][NH:22][CH3:23])[CH:16]=[CH:17][CH:18]=3)=[CH:11][N:10]=[C:9]([NH:32][CH2:33][CH2:34][N:35]3[C:39]([CH3:41])([CH3:40])[C:38](=[O:42])[NH:37][C:36]3=[O:43])[N:8]=2)=[CH:4][CH:3]=1. The catalyst class is: 12. (5) Reactant: CCN(C(C)C)C(C)C.C1C=NC2N(O)N=NC=2C=1.CCN=C=NCCCN(C)C.Cl.[CH3:32][O:33][C:34]1[CH:35]=[C:36]2[C:41](=[CH:42][CH:43]=1)[CH:40]=[C:39]([S:44]([N:47]1[CH2:52][CH2:51][N:50]3[CH:53]=[CH:54][CH:55]=[C:49]3[CH:48]1[CH2:56][C:57](O)=[O:58])(=[O:46])=[O:45])[CH:38]=[CH:37]2.[N:60]1([CH2:66][C:67]2[CH:68]=[C:69]3[C:74](=[CH:75][CH:76]=2)[C@H:73]([NH2:77])[CH2:72][CH2:71][CH2:70]3)[CH2:65][CH2:64][CH2:63][CH2:62][CH2:61]1. Product: [CH3:32][O:33][C:34]1[CH:35]=[C:36]2[C:41](=[CH:42][CH:43]=1)[CH:40]=[C:39]([S:44]([N:47]1[CH2:52][CH2:51][N:50]3[CH:53]=[CH:54][CH:55]=[C:49]3[CH:48]1[CH2:56][C:57]([NH:77][C@H:73]1[C:74]3[C:69](=[CH:68][C:67]([CH2:66][N:60]4[CH2:61][CH2:62][CH2:63][CH2:64][CH2:65]4)=[CH:76][CH:75]=3)[CH2:70][CH2:71][CH2:72]1)=[O:58])(=[O:45])=[O:46])[CH:38]=[CH:37]2. The catalyst class is: 2. (6) Product: [OH:3][C:4]1[CH:9]=[CH:8][C:7]([P:10]([O:21][CH2:22][CH3:23])([CH2:12][P:13]([O:18][CH2:19][CH3:20])([O:15][CH2:16][CH3:17])=[O:14])=[O:11])=[CH:6][C:5]=1[C:24]([CH3:30])([CH3:29])[CH2:25][C:26]([O:28][CH2:31][C:32]1[CH:37]=[CH:36][CH:35]=[CH:34][CH:33]=1)=[O:27]. Reactant: [OH-].[K+].[OH:3][C:4]1[CH:9]=[CH:8][C:7]([P:10]([O:21][CH2:22][CH3:23])([CH2:12][P:13]([O:18][CH2:19][CH3:20])([O:15][CH2:16][CH3:17])=[O:14])=[O:11])=[CH:6][C:5]=1[C:24]([CH3:30])([CH3:29])[CH2:25][C:26]([OH:28])=[O:27].[CH2:31](Br)[C:32]1[CH:37]=[CH:36][CH:35]=[CH:34][CH:33]=1. The catalyst class is: 10.